This data is from Reaction yield outcomes from USPTO patents with 853,638 reactions. The task is: Predict the reaction yield, written as a fraction of the theoretical maximum amount of product (1.0 means a 100% yield; for example, 0.34 means a 34% yield). (1) The reactants are [CH3:1][O:2][C:3]1[CH:30]=[C:29]([O:31][CH3:32])[CH:28]=[CH:27][C:4]=1[CH2:5][N:6]1[C:14](=O)[C:13]2[C:8](=[CH:9][CH:10]=[CH:11][C:12]=2[O:16][CH2:17][CH2:18][CH2:19][N:20]2[CH2:25][CH2:24][O:23][CH2:22][CH2:21]2)[C:7]1=O.[H-].[Al+3].[Li+].[H-].[H-].[H-].C1COCC1. No catalyst specified. The product is [CH3:1][O:2][C:3]1[CH:30]=[C:29]([O:31][CH3:32])[CH:28]=[CH:27][C:4]=1[CH2:5][N:6]1[CH2:14][C:13]2[C:8](=[CH:9][CH:10]=[CH:11][C:12]=2[O:16][CH2:17][CH2:18][CH2:19][N:20]2[CH2:25][CH2:24][O:23][CH2:22][CH2:21]2)[CH2:7]1. The yield is 0.830. (2) The reactants are F[C:2]1[CH:9]=[CH:8][CH:7]=[C:6]([CH3:10])[C:3]=1[CH:4]=[O:5].[Cl:11][C:12]1[CH:17]=[C:16]([F:18])[CH:15]=[CH:14][C:13]=1[OH:19].C(=O)([O-])[O-].[Cs+].[Cs+]. The catalyst is CN(C=O)C.C(OCC)(=O)C.O. The product is [Cl:11][C:12]1[CH:17]=[C:16]([F:18])[CH:15]=[CH:14][C:13]=1[O:19][C:2]1[CH:9]=[CH:8][CH:7]=[C:6]([CH3:10])[C:3]=1[CH:4]=[O:5]. The yield is 0.510. (3) The reactants are [NH2:1][C:2]1[N:10]=[C:9]2[C:5]([N:6]=[C:7]([S:11][CH3:12])[NH:8]2)=[C:4]([N:13]2[CH2:18][CH2:17][N:16]([C:19](=[O:29])[CH2:20][O:21][C:22]3[CH:27]=[CH:26][C:25]([Cl:28])=[CH:24][CH:23]=3)[CH2:15][CH2:14]2)[N:3]=1.[CH3:30]I. No catalyst specified. The product is [NH2:1][C:2]1[N:10]=[C:9]2[C:5]([N:6]=[C:7]([S:11][CH3:12])[N:8]2[CH3:30])=[C:4]([N:13]2[CH2:18][CH2:17][N:16]([C:19](=[O:29])[CH2:20][O:21][C:22]3[CH:27]=[CH:26][C:25]([Cl:28])=[CH:24][CH:23]=3)[CH2:15][CH2:14]2)[N:3]=1. The yield is 0.970. (4) The reactants are [CH2:1]([O:3][C:4](=[O:17])[CH2:5][N:6]1[C:14]2[C:9](=[CH:10][C:11]([F:15])=[CH:12][CH:13]=2)[CH:8]=[C:7]1[CH3:16])[CH3:2].[C:18]1([S:24]([C:27]2[CH:28]=[C:29]([CH:32]=[CH:33][N:34]=2)C=O)(=[O:26])=[O:25])[CH:23]=[CH:22][CH:21]=[CH:20][CH:19]=1.[Si](OS(C(F)(F)F)(=O)=O)(C)(C)[CH3:36].C([SiH](CC)CC)C. The catalyst is ClCCl. The product is [CH2:1]([O:3][C:4](=[O:17])[CH2:5][N:6]1[C:14]2[C:9](=[CH:10][C:11]([F:15])=[CH:12][CH:13]=2)[C:8]([CH2:36][C:28]2[C:27]([S:24]([C:18]3[CH:19]=[CH:20][CH:21]=[CH:22][CH:23]=3)(=[O:25])=[O:26])=[N:34][CH:33]=[CH:32][CH:29]=2)=[C:7]1[CH3:16])[CH3:2]. The yield is 0.640. (5) The reactants are [CH3:1]N(C=O)C.C(Cl)(=O)C(Cl)=O.[CH2:12]([O:19][C:20]1[CH:29]=[C:28]2[C:23](C(=O)N[CH:26]=[N:27]2)=[CH:22][C:21]=1[O:31][CH3:32])[C:13]1[CH:18]=[CH:17][CH:16]=[CH:15][CH:14]=1.O.[CH:34]([Cl:37])(Cl)Cl. The catalyst is C(Cl)Cl. The product is [CH2:12]([O:19][C:20]1[CH:29]=[C:28]2[C:23]([C:34]([Cl:37])=[CH:1][CH:26]=[N:27]2)=[CH:22][C:21]=1[O:31][CH3:32])[C:13]1[CH:18]=[CH:17][CH:16]=[CH:15][CH:14]=1. The yield is 0.480. (6) The reactants are [N+:1]([C:4]1[CH:9]=[CH:8][C:7]([N:10]2[CH2:15][CH2:14][N:13]([CH2:16][CH2:17][NH2:18])[CH2:12][CH2:11]2)=[CH:6][CH:5]=1)([O-:3])=[O:2].[Cl:19][C:20]1[CH:25]=[CH:24][C:23]([C:26]2[N:30]([C:31]([CH3:34])([CH3:33])[CH3:32])[N:29]=[C:28]([CH:35]=O)[CH:27]=2)=[CH:22][CH:21]=1. No catalyst specified. The product is [C:31]([N:30]1[C:26]([C:23]2[CH:22]=[CH:21][C:20]([Cl:19])=[CH:25][CH:24]=2)=[CH:27][C:28]([CH2:35][NH:18][CH2:17][CH2:16][N:13]2[CH2:12][CH2:11][N:10]([C:7]3[CH:6]=[CH:5][C:4]([N+:1]([O-:3])=[O:2])=[CH:9][CH:8]=3)[CH2:15][CH2:14]2)=[N:29]1)([CH3:34])([CH3:33])[CH3:32]. The yield is 0.504. (7) The reactants are [CH:1]([C:4]1[CH:9]=[CH:8][C:7]([N+:10]([O-])=O)=[CH:6][N:5]=1)([CH3:3])[CH3:2]. The catalyst is CO.[Ni]. The product is [CH:1]([C:4]1[CH:9]=[CH:8][C:7]([NH2:10])=[CH:6][N:5]=1)([CH3:3])[CH3:2]. The yield is 0.520. (8) The reactants are [O:1]1[C:5]2[CH:6]=[CH:7][C:8]([C:10](=[O:19])[CH2:11][C:12]3[CH:17]=[CH:16][CH:15]=[C:14]([CH3:18])[N:13]=3)=[CH:9][C:4]=2[O:3][CH2:2]1.[Br:20]Br. The catalyst is C(O)(=O)C. The product is [O:1]1[C:5]2[CH:6]=[CH:7][C:8]([C:10](=[O:19])[CH:11]([Br:20])[C:12]3[CH:17]=[CH:16][CH:15]=[C:14]([CH3:18])[N:13]=3)=[CH:9][C:4]=2[O:3][CH2:2]1. The yield is 0.920. (9) The reactants are [O-]P([O-])([O-])=O.[K+].[K+].[K+].[CH3:9][O:10][CH2:11][CH2:12][NH2:13].I[C:15]1[CH:20]=[CH:19][CH:18]=[CH:17][CH:16]=1.C(O)CO. The catalyst is [Cu]I.CCCCCC.C(OCC)(=O)C.CC(O)C. The product is [CH3:9][O:10][CH2:11][CH2:12][NH:13][C:15]1[CH:20]=[CH:19][CH:18]=[CH:17][CH:16]=1. The yield is 0.910.